This data is from Full USPTO retrosynthesis dataset with 1.9M reactions from patents (1976-2016). The task is: Predict the reactants needed to synthesize the given product. Given the product [Si:27]([O:34][C:35]1[CH:36]=[CH:37][C:38]([CH2:41][C:42]([NH:21][C:18]2[C:17]([C:22]3[S:23][CH:24]=[CH:25][CH:26]=3)=[N:16][C:15]([C:12]3[CH:11]=[CH:10][C:9]([O:8][Si:1]([C:4]([CH3:7])([CH3:5])[CH3:6])([CH3:2])[CH3:3])=[CH:14][CH:13]=3)=[CH:20][N:19]=2)=[O:43])=[CH:39][CH:40]=1)([C:30]([CH3:33])([CH3:32])[CH3:31])([CH3:29])[CH3:28], predict the reactants needed to synthesize it. The reactants are: [Si:1]([O:8][C:9]1[CH:14]=[CH:13][C:12]([C:15]2[N:16]=[C:17]([C:22]3[S:23][CH:24]=[CH:25][CH:26]=3)[C:18]([NH2:21])=[N:19][CH:20]=2)=[CH:11][CH:10]=1)([C:4]([CH3:7])([CH3:6])[CH3:5])([CH3:3])[CH3:2].[Si:27]([O:34][C:35]1[CH:40]=[CH:39][C:38]([CH2:41][C:42](Cl)=[O:43])=[CH:37][CH:36]=1)([C:30]([CH3:33])([CH3:32])[CH3:31])([CH3:29])[CH3:28].O.